This data is from NCI-60 drug combinations with 297,098 pairs across 59 cell lines. The task is: Regression. Given two drug SMILES strings and cell line genomic features, predict the synergy score measuring deviation from expected non-interaction effect. (1) Drug 1: C(=O)(N)NO. Drug 2: CC1=C(C=C(C=C1)C(=O)NC2=CC(=CC(=C2)C(F)(F)F)N3C=C(N=C3)C)NC4=NC=CC(=N4)C5=CN=CC=C5. Cell line: HT29. Synergy scores: CSS=-3.18, Synergy_ZIP=1.28, Synergy_Bliss=-3.27, Synergy_Loewe=-4.52, Synergy_HSA=-6.33. (2) Drug 1: CS(=O)(=O)CCNCC1=CC=C(O1)C2=CC3=C(C=C2)N=CN=C3NC4=CC(=C(C=C4)OCC5=CC(=CC=C5)F)Cl. Drug 2: C1CC(C1)(C2=CC=C(C=C2)C3=C(C=C4C(=N3)C=CN5C4=NNC5=O)C6=CC=CC=C6)N. Cell line: HCT116. Synergy scores: CSS=20.9, Synergy_ZIP=1.22, Synergy_Bliss=3.60, Synergy_Loewe=5.74, Synergy_HSA=5.98. (3) Drug 1: C1CC(=O)NC(=O)C1N2C(=O)C3=CC=CC=C3C2=O. Drug 2: CN(C(=O)NC(C=O)C(C(C(CO)O)O)O)N=O. Cell line: OVCAR3. Synergy scores: CSS=-20.0, Synergy_ZIP=-5.26, Synergy_Bliss=-24.6, Synergy_Loewe=-39.2, Synergy_HSA=-38.3. (4) Drug 1: CC1=C2C(C(=O)C3(C(CC4C(C3C(C(C2(C)C)(CC1OC(=O)C(C(C5=CC=CC=C5)NC(=O)OC(C)(C)C)O)O)OC(=O)C6=CC=CC=C6)(CO4)OC(=O)C)OC)C)OC. Drug 2: CC1CCC2CC(C(=CC=CC=CC(CC(C(=O)C(C(C(=CC(C(=O)CC(OC(=O)C3CCCCN3C(=O)C(=O)C1(O2)O)C(C)CC4CCC(C(C4)OC)O)C)C)O)OC)C)C)C)OC. Cell line: HOP-92. Synergy scores: CSS=46.2, Synergy_ZIP=4.03, Synergy_Bliss=4.73, Synergy_Loewe=12.4, Synergy_HSA=13.2. (5) Drug 1: C1CCN(CC1)CCOC2=CC=C(C=C2)C(=O)C3=C(SC4=C3C=CC(=C4)O)C5=CC=C(C=C5)O. Drug 2: COC1=NC(=NC2=C1N=CN2C3C(C(C(O3)CO)O)O)N. Cell line: SF-268. Synergy scores: CSS=-4.10, Synergy_ZIP=1.84, Synergy_Bliss=1.00, Synergy_Loewe=-1.86, Synergy_HSA=-2.32. (6) Drug 2: COC1=CC(=CC(=C1O)OC)C2C3C(COC3=O)C(C4=CC5=C(C=C24)OCO5)OC6C(C(C7C(O6)COC(O7)C8=CC=CS8)O)O. Synergy scores: CSS=18.6, Synergy_ZIP=-2.15, Synergy_Bliss=-1.66, Synergy_Loewe=-8.90, Synergy_HSA=-0.823. Drug 1: C1CCC(C1)C(CC#N)N2C=C(C=N2)C3=C4C=CNC4=NC=N3. Cell line: SK-OV-3.